Task: Regression. Given a peptide amino acid sequence and an MHC pseudo amino acid sequence, predict their binding affinity value. This is MHC class II binding data.. Dataset: Peptide-MHC class II binding affinity with 134,281 pairs from IEDB (1) The peptide sequence is EKKYFAATMFEPLAA. The MHC is HLA-DQA10301-DQB10302 with pseudo-sequence HLA-DQA10301-DQB10302. The binding affinity (normalized) is 0.449. (2) The peptide sequence is GDKPSLFGQAAAG. The MHC is DRB1_0101 with pseudo-sequence DRB1_0101. The binding affinity (normalized) is 0. (3) The peptide sequence is MAFLRSVSCLAAAVF. The MHC is DRB1_0101 with pseudo-sequence DRB1_0101. The binding affinity (normalized) is 0.617. (4) The peptide sequence is ALSVLVGLTAATVAI. The MHC is HLA-DQA10101-DQB10501 with pseudo-sequence HLA-DQA10101-DQB10501. The binding affinity (normalized) is 0.194. (5) The peptide sequence is VVVHITDDNEEPIAA. The MHC is DRB1_1302 with pseudo-sequence DRB1_1302. The binding affinity (normalized) is 0.395. (6) The peptide sequence is YARFQSQTTLKQKT. The MHC is HLA-DQA10101-DQB10501 with pseudo-sequence HLA-DQA10101-DQB10501. The binding affinity (normalized) is 0. (7) The peptide sequence is SFFELDRWEKIRLRPGGK. The MHC is DRB1_1501 with pseudo-sequence DRB1_1501. The binding affinity (normalized) is 0.356. (8) The peptide sequence is YFNLIDTKCYKLE. The MHC is DRB1_0401 with pseudo-sequence DRB1_0401. The binding affinity (normalized) is 0.0759. (9) The peptide sequence is VFNYETETTSVIPAA. The MHC is DRB3_0202 with pseudo-sequence DRB3_0202. The binding affinity (normalized) is 0.104.